From a dataset of Forward reaction prediction with 1.9M reactions from USPTO patents (1976-2016). Predict the product of the given reaction. (1) Given the reactants C([O:3][C:4]([C:6]1[NH:10][C:9]2[CH:11]=[C:12]([C:14]3[CH:19]=[CH:18][C:17]([O:20][CH:21]([CH3:23])[CH3:22])=[CH:16][CH:15]=3)[S:13][C:8]=2[CH:7]=1)=[O:5])C.Br[C:25]1[CH:26]=[CH:27][C:28]([O:31][CH:32]([CH3:34])[CH3:33])=[N:29][CH:30]=1, predict the reaction product. The product is: [CH:21]([O:20][C:17]1[CH:18]=[CH:19][C:14]([C:12]2[S:13][C:8]3[CH:7]=[C:6]([C:4]([OH:3])=[O:5])[N:10]([C:25]4[CH:30]=[N:29][C:28]([O:31][CH:32]([CH3:34])[CH3:33])=[CH:27][CH:26]=4)[C:9]=3[CH:11]=2)=[CH:15][CH:16]=1)([CH3:23])[CH3:22]. (2) Given the reactants [N:1]1([C:5]2[CH:10]=[CH:9][N:8]=[C:7]([NH2:11])[CH:6]=2)[CH2:4][CH2:3][CH2:2]1.Br[CH2:13][C:14]([C:16]1[CH:21]=[CH:20][CH:19]=[C:18]([O:22][CH3:23])[CH:17]=1)=O, predict the reaction product. The product is: [N:1]1([C:5]2[CH:10]=[CH:9][N:8]3[CH:13]=[C:14]([C:16]4[CH:21]=[CH:20][CH:19]=[C:18]([O:22][CH3:23])[CH:17]=4)[N:11]=[C:7]3[CH:6]=2)[CH2:4][CH2:3][CH2:2]1.